This data is from Orexin1 receptor HTS with 218,158 compounds and 233 confirmed actives. The task is: Binary Classification. Given a drug SMILES string, predict its activity (active/inactive) in a high-throughput screening assay against a specified biological target. (1) The drug is O=c1n(c(=O)c2c3c(c(N4CCCCC4)ccc13)ccc2)c1c(O)cccc1. The result is 0 (inactive). (2) The drug is Clc1ccc(c2n(\N=C\c3sc(cc3)C)c(=S)[nH]n2)cc1. The result is 0 (inactive).